Dataset: Reaction yield outcomes from USPTO patents with 853,638 reactions. Task: Predict the reaction yield, written as a fraction of the theoretical maximum amount of product (1.0 means a 100% yield; for example, 0.34 means a 34% yield). (1) The reactants are [NH2:1][CH2:2][CH2:3][C:4]1[CH:9]=[CH:8][C:7]([S:10]([NH2:13])(=[O:12])=[O:11])=[CH:6][CH:5]=1.[N:14]1[CH:19]=[CH:18][CH:17]=[CH:16][C:15]=1[CH:20]=O.[BH-]([O:23][C:24]([CH3:26])=[O:25])([O:23][C:24]([CH3:26])=[O:25])[O:23][C:24]([CH3:26])=[O:25].[Na+].[C:36]([O:40][C:41]([CH3:44])([CH3:43])[CH3:42])(=[O:39])[CH:37]=O. The catalyst is ClCCCl.O.CC(O)=O. The product is [N:14]1[CH:19]=[CH:18][CH:17]=[CH:16][C:15]=1[CH2:20][N:1]([CH2:2][CH2:3][C:4]1[CH:5]=[CH:6][C:7]([S:10](=[O:11])(=[O:12])[NH2:13])=[CH:8][CH:9]=1)[CH2:37][C:36]([O:40][C:41]([CH3:44])([CH3:43])[CH3:42])=[O:39].[S:10]([C:7]1[CH:6]=[CH:5][C:4]([CH2:3][CH2:2][N:1]([CH2:37][C:36]([O:40][C:41]([CH3:42])([CH3:43])[CH3:44])=[O:39])[CH2:26][C:24]([O-:25])=[O:23])=[CH:9][CH:8]=1)(=[O:11])(=[O:12])[NH2:13]. The yield is 0.320. (2) The reactants are C[N:2]1[C:15]2[C:6](=[CH:7][CH:8]=[C:9]3[C:14]=2[N:13]=[CH:12][CH:11]=[CH:10]3)[CH:5]=[CH:4][C:3]1=O.P(Br)(Br)(Br)(Br)[Br:18].P(Br)(Br)(Br)=O.N. No catalyst specified. The product is [Br:18][C:3]1[CH:4]=[CH:5][C:6]2[C:15](=[C:14]3[C:9](=[CH:8][CH:7]=2)[CH:10]=[CH:11][CH:12]=[N:13]3)[N:2]=1. The yield is 0.940. (3) The reactants are [CH2:1]1[C:4]2([CH2:8][CH:7]([C:9]([O:11][CH2:12][CH3:13])=[O:10])[CH2:6][NH:5]2)[CH2:3][O:2]1.[CH3:14][C:15]([O:18][C:19](O[C:19]([O:18][C:15]([CH3:17])([CH3:16])[CH3:14])=[O:20])=[O:20])([CH3:17])[CH3:16].CCN(CC)CC. The catalyst is C(Cl)Cl. The product is [CH2:3]1[C:4]2([CH2:8][CH:7]([C:9]([O:11][CH2:12][CH3:13])=[O:10])[CH2:6][N:5]2[C:19]([O:18][C:15]([CH3:17])([CH3:16])[CH3:14])=[O:20])[CH2:1][O:2]1. The yield is 1.00.